From a dataset of Catalyst prediction with 721,799 reactions and 888 catalyst types from USPTO. Predict which catalyst facilitates the given reaction. (1) Reactant: [N:1]1[C:6]2[NH:7][CH:8]=[CH:9][C:5]=2[C:4](O)=[CH:3][N:2]=1.P(Br)(Br)[Br:12].C([O-])(O)=O.[Na+]. Product: [Br:12][C:4]1[C:5]2[CH:9]=[CH:8][NH:7][C:6]=2[N:1]=[N:2][CH:3]=1. The catalyst class is: 3. (2) Reactant: [H-].[Al+3].[Li+].[H-].[H-].[H-].[CH2:7]([C:12]1[CH:20]=[CH:19][C:15]([C:16](O)=[O:17])=[CH:14][CH:13]=1)[C:8]([CH3:11])([CH3:10])[CH3:9].O.[OH-].[Na+]. Product: [CH2:7]([C:12]1[CH:20]=[CH:19][C:15]([CH2:16][OH:17])=[CH:14][CH:13]=1)[C:8]([CH3:11])([CH3:10])[CH3:9]. The catalyst class is: 7. (3) Reactant: [H-].[H-].[H-].[H-].[Li+].[Al+3].[CH3:7][C:8]1[N:17]=[CH:16][CH:15]=[CH:14][C:9]=1[C:10](OC)=[O:11].O.[OH-].[Na+]. Product: [CH3:7][C:8]1[C:9]([CH2:10][OH:11])=[CH:14][CH:15]=[CH:16][N:17]=1. The catalyst class is: 1.